From a dataset of Reaction yield outcomes from USPTO patents with 853,638 reactions. Predict the reaction yield, written as a fraction of the theoretical maximum amount of product (1.0 means a 100% yield; for example, 0.34 means a 34% yield). (1) The reactants are Br[C:2]1[NH:3][C:4]2[C:9]([C:10]=1[CH:11]1[CH2:16][CH2:15][CH2:14][CH2:13][CH2:12]1)=[CH:8][CH:7]=[C:6]([C:17]([O:19][CH3:20])=[O:18])[CH:5]=2.[CH:21]([C:23]1[CH:28]=[CH:27][CH:26]=[CH:25][C:24]=1B(O)O)=[O:22].[Li+].[Cl-].CCO.C1(C)C=CC=CC=1. The catalyst is C([O-])([O-])=O.[Na+].[Na+].C1C=CC([P]([Pd]([P](C2C=CC=CC=2)(C2C=CC=CC=2)C2C=CC=CC=2)([P](C2C=CC=CC=2)(C2C=CC=CC=2)C2C=CC=CC=2)[P](C2C=CC=CC=2)(C2C=CC=CC=2)C2C=CC=CC=2)(C2C=CC=CC=2)C2C=CC=CC=2)=CC=1. The product is [CH:11]1([C:10]2[C:9]3[C:4](=[CH:5][C:6]([C:17]([O:19][CH3:20])=[O:18])=[CH:7][CH:8]=3)[N:3]3[CH:21]([OH:22])[C:23]4[C:28]([C:2]=23)=[CH:27][CH:26]=[CH:25][CH:24]=4)[CH2:16][CH2:15][CH2:14][CH2:13][CH2:12]1. The yield is 0.700. (2) The reactants are [CH3:1][C:2]1[N:7]=[C:6]([C:8]2[CH:13]=[CH:12][N:11]=[C:10]([C:14]3[CH:15]=[C:16]([S:20](Cl)(=[O:22])=[O:21])[CH:17]=[CH:18][CH:19]=3)[CH:9]=2)[CH:5]=[C:4]([C:24]2[CH:29]=[CH:28][C:27]([C:30]([F:33])([F:32])[F:31])=[CH:26][CH:25]=2)[CH:3]=1.[NH2:34][C:35]([CH3:39])([CH3:38])[CH2:36][OH:37]. The catalyst is C1COCC1.CCOC(C)=O. The product is [OH:37][CH2:36][C:35]([NH:34][S:20]([C:16]1[CH:17]=[CH:18][CH:19]=[C:14]([C:10]2[CH:9]=[C:8]([C:6]3[CH:5]=[C:4]([C:24]4[CH:29]=[CH:28][C:27]([C:30]([F:33])([F:31])[F:32])=[CH:26][CH:25]=4)[CH:3]=[C:2]([CH3:1])[N:7]=3)[CH:13]=[CH:12][N:11]=2)[CH:15]=1)(=[O:21])=[O:22])([CH3:39])[CH3:38]. The yield is 0.160. (3) The reactants are [C:1]([C:3]1[CH:4]=[C:5]([C:13]2[S:14][C:15]([C:18]3[CH:26]=[CH:25][CH:24]=[C:23]4[C:19]=3[CH2:20][CH2:21][C@@H:22]4[NH:27][S:28]([CH2:31][C:32](OC)=[O:33])(=[O:30])=[O:29])=[CH:16][N:17]=2)[CH:6]=[CH:7][C:8]=1[O:9][CH:10]([CH3:12])[CH3:11])#[N:2].[BH4-].[Na+].CO. The catalyst is C1COCC1. The product is [C:1]([C:3]1[CH:4]=[C:5]([C:13]2[S:14][C:15]([C:18]3[CH:26]=[CH:25][CH:24]=[C:23]4[C:19]=3[CH2:20][CH2:21][C@@H:22]4[NH:27][S:28]([CH2:31][CH2:32][OH:33])(=[O:29])=[O:30])=[CH:16][N:17]=2)[CH:6]=[CH:7][C:8]=1[O:9][CH:10]([CH3:12])[CH3:11])#[N:2]. The yield is 0.640.